This data is from Full USPTO retrosynthesis dataset with 1.9M reactions from patents (1976-2016). The task is: Predict the reactants needed to synthesize the given product. (1) Given the product [Cl:20][C:21]1[CH:22]=[C:23]([CH2:28][C:29]([N:2]([C@@H:3]([C:11]2[CH:16]=[CH:15][CH:14]=[C:13]([N+:17]([O-:19])=[O:18])[CH:12]=2)[CH2:4][N:5]2[CH2:9][CH2:8][C@H:7]([OH:10])[CH2:6]2)[CH3:1])=[O:31])[CH:24]=[CH:25][C:26]=1[Cl:27], predict the reactants needed to synthesize it. The reactants are: [CH3:1][NH:2][C@@H:3]([C:11]1[CH:16]=[CH:15][CH:14]=[C:13]([N+:17]([O-:19])=[O:18])[CH:12]=1)[CH2:4][N:5]1[CH2:9][CH2:8][C@H:7]([OH:10])[CH2:6]1.[Cl:20][C:21]1[CH:22]=[C:23]([CH2:28][C:29]([OH:31])=O)[CH:24]=[CH:25][C:26]=1[Cl:27].C(N(CC)C(C)C)(C)C.F[B-](F)(F)F.N1(OC(N(C)C)=[N+](C)C)C2C=CC=CC=2N=N1. (2) Given the product [CH2:16]([NH:17][C:2](=[O:3])[O-:4])[CH3:15].[CH3:7][O:8][C:9]1[CH:10]=[CH:11][C:12]2[CH:13]([CH2:21][CH3:22])[CH:14]3[CH2:18][NH:17][CH2:16][CH:15]3[C:19]=2[CH:20]=1, predict the reactants needed to synthesize it. The reactants are: Cl[C:2]([O:4]CC)=[O:3].[CH3:7][O:8][C:9]1[CH:10]=[CH:11][C:12]2[CH:13]([CH2:21][CH3:22])[CH:14]3[CH2:18][NH:17][CH2:16][CH:15]3[C:19]=2[CH:20]=1. (3) Given the product [C:19]([OH:26])(=[O:25])/[CH:20]=[CH:21]/[C:22]([OH:24])=[O:23].[Br:1][C:2]1[N:7]=[CH:6][C:5]([N:8]2[CH2:15][C@@H:14]3[C@@H:10]([NH:11][CH2:12][CH2:13]3)[CH2:9]2)=[CH:4][C:3]=1[CH2:16][O:17][CH3:18], predict the reactants needed to synthesize it. The reactants are: [Br:1][C:2]1[N:7]=[CH:6][C:5]([N:8]2[CH2:15][C@@H:14]3[C@@H:10]([NH:11][CH2:12][CH2:13]3)[CH2:9]2)=[CH:4][C:3]=1[CH2:16][O:17][CH3:18].[C:19]([OH:26])(=[O:25])/[CH:20]=[CH:21]/[C:22]([OH:24])=[O:23]. (4) Given the product [CH3:1][O:2][C:3]1[CH:4]=[CH:5][C:6]2[C:10]([O:11][C:12]3[CH:13]=[CH:14][C:15]([CH:18]=[O:19])=[N:16][CH:17]=3)=[C:9]([C:20]3[CH:25]=[CH:24][C:23]([O:26][CH3:27])=[CH:22][CH:21]=3)[S:8][C:7]=2[CH:28]=1, predict the reactants needed to synthesize it. The reactants are: [CH3:1][O:2][C:3]1[CH:4]=[CH:5][C:6]2[C:10]([O:11][C:12]3[CH:13]=[CH:14][C:15]([CH2:18][OH:19])=[N:16][CH:17]=3)=[C:9]([C:20]3[CH:25]=[CH:24][C:23]([O:26][CH3:27])=[CH:22][CH:21]=3)[S:8][C:7]=2[CH:28]=1. (5) The reactants are: FC(F)(F)C(OC(=O)C(F)(F)F)=O.[CH2:14]([O:21][C:22](=[O:45])[NH:23][CH:24]([C:29](=[O:44])[NH:30][CH:31]([C:41](=O)[NH2:42])[CH2:32][O:33][CH2:34][C:35]1[CH:40]=[CH:39][CH:38]=[CH:37][CH:36]=1)[CH2:25][CH:26]([CH3:28])[CH3:27])[C:15]1[CH:20]=[CH:19][CH:18]=[CH:17][CH:16]=1.C(N(CC)CC)C.O. Given the product [CH2:14]([O:21][C:22](=[O:45])[NH:23][CH:24]([C:29](=[O:44])[NH:30][CH:31]([C:41]#[N:42])[CH2:32][O:33][CH2:34][C:35]1[CH:40]=[CH:39][CH:38]=[CH:37][CH:36]=1)[CH2:25][CH:26]([CH3:27])[CH3:28])[C:15]1[CH:20]=[CH:19][CH:18]=[CH:17][CH:16]=1, predict the reactants needed to synthesize it. (6) Given the product [F:8][C:6]1[CH:5]=[C:4]([CH2:9][C:10]([NH:12][C@H:13]([C:15]([NH:19][CH:20]2[CH2:26][C:25]([CH3:27])([CH3:28])[CH:24]=[N:23][C:22]3[CH:29]=[CH:30][CH:31]([CH3:34])[C:32](=[O:33])[C:21]2=3)=[O:17])[CH3:14])=[O:11])[CH:3]=[C:2]([F:1])[CH:7]=1, predict the reactants needed to synthesize it. The reactants are: [F:1][C:2]1[CH:3]=[C:4]([CH2:9][C:10]([NH:12][C@H:13]([C:15]([OH:17])=O)[CH3:14])=[O:11])[CH:5]=[C:6]([F:8])[CH:7]=1.Cl.[NH2:19][CH:20]1[CH2:26][C:25]([CH3:28])([CH3:27])[CH:24]=[N:23][C:22]2[CH:29]=[CH:30][CH:31]([CH3:34])[C:32](=[O:33])[C:21]1=2. (7) Given the product [C:16]([C:15]1[CH:19]=[CH:20][C:12]([C:9]2[CH:10]=[CH:11][C:6]3[N:7]([C:3]([C:1]#[C:2][C:22]4[CH:27]=[CH:26][N:25]=[C:24]([NH:28][C:29](=[O:35])[O:30][C:31]([CH3:33])([CH3:32])[CH3:34])[CH:23]=4)=[CH:4][N:5]=3)[N:8]=2)=[CH:13][CH:14]=1)(=[O:17])[NH2:18], predict the reactants needed to synthesize it. The reactants are: [C:1]([C:3]1[N:7]2[N:8]=[C:9]([C:12]3[CH:20]=[CH:19][C:15]([C:16]([NH2:18])=[O:17])=[CH:14][CH:13]=3)[CH:10]=[CH:11][C:6]2=[N:5][CH:4]=1)#[CH:2].Br[C:22]1[CH:27]=[CH:26][N:25]=[C:24]([NH:28][C:29](=[O:35])[O:30][C:31]([CH3:34])([CH3:33])[CH3:32])[CH:23]=1.CCN(C(C)C)C(C)C.O.